From a dataset of Forward reaction prediction with 1.9M reactions from USPTO patents (1976-2016). Predict the product of the given reaction. (1) Given the reactants C([N:4]([CH:41]([CH3:43])[CH3:42])[C:5]1[CH:10]=[CH:9][C:8]([C:11]2[S:15][C:14]([C:16]3[C:37]([Cl:38])=[CH:36][C:19]([O:20][CH2:21][C@H:22]4[CH2:26][O:25][C:24]([CH3:28])([CH3:27])[N:23]4[C:29]([O:31][C:32]([CH3:35])([CH3:34])[CH3:33])=[O:30])=[C:18]([F:39])[CH:17]=3)=[N:13][N:12]=2)=[CH:7][C:6]=1[Cl:40])C=C.CN1C(=O)CC(=O)N(C)C1=O, predict the reaction product. The product is: [Cl:38][C:37]1[C:16]([C:14]2[S:15][C:11]([C:8]3[CH:9]=[CH:10][C:5]([NH:4][CH:41]([CH3:42])[CH3:43])=[C:6]([Cl:40])[CH:7]=3)=[N:12][N:13]=2)=[CH:17][C:18]([F:39])=[C:19]([CH:36]=1)[O:20][CH2:21][C@H:22]1[CH2:26][O:25][C:24]([CH3:28])([CH3:27])[N:23]1[C:29]([O:31][C:32]([CH3:35])([CH3:34])[CH3:33])=[O:30]. (2) Given the reactants [F:1][C:2]1[CH:7]=[C:6](B2OC(C)(C)C(C)(C)O2)[CH:5]=[CH:4][C:3]=1[C:17]1[CH:18]=[N:19][C:20]([NH2:23])=[N:21][CH:22]=1.Br[C:25]1[CH:30]=[CH:29][CH:28]=[CH:27][C:26]=1[S:31]([C:34]1([C:39]#[N:40])[CH2:38][CH2:37][CH2:36][CH2:35]1)(=[O:33])=[O:32], predict the reaction product. The product is: [NH2:23][C:20]1[N:21]=[CH:22][C:17]([C:3]2[CH:4]=[CH:5][C:6]([C:25]3[CH:30]=[CH:29][CH:28]=[CH:27][C:26]=3[S:31]([C:34]3([C:39]#[N:40])[CH2:38][CH2:37][CH2:36][CH2:35]3)(=[O:33])=[O:32])=[CH:7][C:2]=2[F:1])=[CH:18][N:19]=1. (3) Given the reactants [CH3:1][O:2][C:3]([CH2:5][CH2:6][N:7]1[CH:11]=[C:10](/[CH:12]=[C:13]2\[CH2:14][N:15]([C:20]([C:33]3[CH:38]=[CH:37][CH:36]=[CH:35][CH:34]=3)([C:27]3[CH:32]=[CH:31][CH:30]=[CH:29][CH:28]=3)[C:21]3[CH:26]=[CH:25][CH:24]=[CH:23][CH:22]=3)[CH2:16][CH2:17][CH:18]\2O)[N:9]=[N:8]1)=[O:4].[C:39]([OH:42])(=[S:41])[CH3:40].C(OC(OCC(C)(C)C)N(C)C)C(C)(C)C.[Cl-].[Na+], predict the reaction product. The product is: [C:39]([S:41][CH:18]1[CH2:17][CH2:16][N:15]([C:20]([C:33]2[CH:38]=[CH:37][CH:36]=[CH:35][CH:34]=2)([C:27]2[CH:28]=[CH:29][CH:30]=[CH:31][CH:32]=2)[C:21]2[CH:26]=[CH:25][CH:24]=[CH:23][CH:22]=2)[CH2:14]/[C:13]/1=[CH:12]\[C:10]1[N:9]=[N:8][N:7]([CH2:6][CH2:5][C:3]([O:2][CH3:1])=[O:4])[CH:11]=1)(=[O:42])[CH3:40]. (4) The product is: [CH3:25][N:13]1[C:14](=[O:24])[CH:15]=[C:16]([C:18]2[CH:23]=[CH:22][N:21]=[CH:20][N:19]=2)[N:17]=[C:12]1[O:10][CH:4]1[CH2:5][CH2:6][CH2:7][CH2:8][CH:9]1[CH3:27]. Given the reactants [H-].[Na+].C[C:4]1([OH:10])[CH2:9][CH2:8][CH2:7][CH2:6][CH2:5]1.Cl[C:12]1[N:13]([CH3:25])[C:14](=[O:24])[CH:15]=[C:16]([C:18]2[CH:23]=[CH:22][N:21]=[CH:20][N:19]=2)[N:17]=1.O1CCC[CH2:27]1, predict the reaction product. (5) The product is: [CH3:1][C:2]1([CH3:23])[C:11]2[C:6](=[CH:7][CH:8]=[C:9]([C:12]([F:13])([F:15])[F:14])[CH:10]=2)[NH:5][CH:4]([C:16]2[CH:22]=[CH:21][CH:20]=[CH:19][C:17]=2[NH:18][S:37]([C:32]2[CH:33]=[CH:34][CH:35]=[CH:36][C:31]=2[F:30])(=[O:39])=[O:38])[CH2:3]1. Given the reactants [CH3:1][C:2]1([CH3:23])[C:11]2[C:6](=[CH:7][CH:8]=[C:9]([C:12]([F:15])([F:14])[F:13])[CH:10]=2)[NH:5][CH:4]([C:16]2[CH:22]=[CH:21][CH:20]=[CH:19][C:17]=2[NH2:18])[CH2:3]1.N1C=CC=CC=1.[F:30][C:31]1[CH:36]=[CH:35][CH:34]=[CH:33][C:32]=1[S:37](Cl)(=[O:39])=[O:38], predict the reaction product. (6) Given the reactants O.[NH2:2]N.[Cl:4][C:5]1[CH:6]=[CH:7][C:8]([O:24][CH2:25][C:26]2[CH:31]=[CH:30][CH:29]=[CH:28][CH:27]=2)=[C:9]([CH2:11][C:12]2[S:13][CH:14]=[C:15]([C:17](/[N:19]=[CH:20]/[N:21](C)C)=O)[N:16]=2)[CH:10]=1, predict the reaction product. The product is: [Cl:4][C:5]1[CH:6]=[CH:7][C:8]([O:24][CH2:25][C:26]2[CH:31]=[CH:30][CH:29]=[CH:28][CH:27]=2)=[C:9]([CH2:11][C:12]2[S:13][CH:14]=[C:15]([C:17]3[N:19]=[CH:20][NH:21][N:2]=3)[N:16]=2)[CH:10]=1.